From a dataset of Full USPTO retrosynthesis dataset with 1.9M reactions from patents (1976-2016). Predict the reactants needed to synthesize the given product. Given the product [CH3:22][NH:23][C:3]1[CH:4]=[C:5]([CH:9]=[CH:10][C:11]=1[N+:12]([O-:14])=[O:13])[C:6]([OH:8])=[O:7], predict the reactants needed to synthesize it. The reactants are: CO[C:3]1[CH:4]=[C:5]([CH:9]=[CH:10][C:11]=1[N+:12]([O-:14])=[O:13])[C:6]([OH:8])=[O:7].C(=O)([O-])[O-].[K+].[K+].O.[CH3:22][NH2:23].